This data is from Forward reaction prediction with 1.9M reactions from USPTO patents (1976-2016). The task is: Predict the product of the given reaction. (1) The product is: [NH2:10][C@:9]1([C:3]2[CH:4]=[CH:5][C:6]([F:8])=[CH:7][C:2]=2[F:1])[C@H:13]([CH2:12][OH:11])[CH2:14][CH2:15][O:16][CH2:17]1. Given the reactants [F:1][C:2]1[CH:7]=[C:6]([F:8])[CH:5]=[CH:4][C:3]=1[C@:9]12[CH2:17][O:16][CH2:15][CH2:14][C@H:13]1[CH2:12][O:11][NH:10]2, predict the reaction product. (2) Given the reactants [Cl:1][C:2]1[CH:10]=[C:9]([O:11][C:12]2[C:17]([C:18]([N:20]3[C:29]4[C:24](=[CH:25][CH:26]=[CH:27][CH:28]=4)[N:23]([CH:30]4[CH2:32][CH2:31]4)[CH2:22][CH2:21]3)=[O:19])=[CH:16][N:15]=[C:14]([CH3:33])[CH:13]=2)[C:8]([Cl:34])=[CH:7][C:3]=1[C:4](O)=[O:5].[NH2:35][CH2:36][C:37]1[NH:41][N:40]=[N:39][N:38]=1, predict the reaction product. The product is: [Cl:1][C:2]1[CH:10]=[C:9]([O:11][C:12]2[C:17]([C:18]([N:20]3[C:29]4[C:24](=[CH:25][CH:26]=[CH:27][CH:28]=4)[N:23]([CH:30]4[CH2:31][CH2:32]4)[CH2:22][CH2:21]3)=[O:19])=[CH:16][N:15]=[C:14]([CH3:33])[CH:13]=2)[C:8]([Cl:34])=[CH:7][C:3]=1[C:4]([NH:35][CH2:36][C:37]1[NH:41][N:40]=[N:39][N:38]=1)=[O:5]. (3) Given the reactants Br[C:2]1[CH:7]=[CH:6][CH:5]=[CH:4][C:3]=1[CH:8]([OH:10])[CH3:9].C([Li])CCC.CCCCCC.[CH2:22]([N:29]1[CH2:34][CH2:33][C:32](=[O:35])[CH2:31][CH2:30]1)[C:23]1[CH:28]=[CH:27][CH:26]=[CH:25][CH:24]=1, predict the reaction product. The product is: [CH2:22]([N:29]1[CH2:34][CH2:33][C:32]([C:2]2[CH:7]=[CH:6][CH:5]=[CH:4][C:3]=2[CH:8]([OH:10])[CH3:9])([OH:35])[CH2:31][CH2:30]1)[C:23]1[CH:24]=[CH:25][CH:26]=[CH:27][CH:28]=1. (4) Given the reactants [OH:1][CH2:2][CH2:3][NH:4][C:5]([NH:7][CH:8]1[CH2:17][CH2:16][C:15]2[C:10](=[CH:11][CH:12]=[CH:13][CH:14]=2)[CH2:9]1)=[S:6].C(N(CC)CC)C.Cl[C:26]([C:28]([O:31][C:32](=[O:34])[CH3:33])([CH3:30])[CH3:29])=[O:27], predict the reaction product. The product is: [CH2:9]1[C:10]2[C:15](=[CH:14][CH:13]=[CH:12][CH:11]=2)[CH2:16][CH2:17][CH:8]1[NH:7][C:5](=[S:6])[NH:4][CH2:3][CH2:2][O:1][C:26](=[O:27])[C:28]([O:31][C:32](=[O:34])[CH3:33])([CH3:30])[CH3:29]. (5) The product is: [Br:1][C:2]1[CH:13]=[CH:12][C:11]([OH:14])=[C:10]2[C:3]=1[CH2:4][C@H:5]([C:7]([OH:9])=[O:8])[NH:6][CH2:15]2. Given the reactants [Br:1][C:2]1[CH:13]=[CH:12][C:11]([OH:14])=[CH:10][C:3]=1[CH2:4][C@H:5]([C:7]([OH:9])=[O:8])[NH2:6].[CH2:15]=O, predict the reaction product. (6) The product is: [Br:1][C:2]1[CH:10]=[CH:9][C:8]([C:11]#[N:12])=[C:7]2[C:3]=1[CH:4]=[CH:5][N:6]2[S:27]([C:24]1[CH:25]=[CH:26][C:21]([CH3:20])=[CH:22][CH:23]=1)(=[O:29])=[O:28]. Given the reactants [Br:1][C:2]1[CH:10]=[CH:9][C:8]([C:11]#[N:12])=[C:7]2[C:3]=1[CH:4]=[CH:5][NH:6]2.CCN(CC)CC.[CH3:20][C:21]1[CH:26]=[CH:25][C:24]([S:27](Cl)(=[O:29])=[O:28])=[CH:23][CH:22]=1.C([O-])(O)=O.[Na+], predict the reaction product. (7) Given the reactants [C:1]([O:5][C:6](=[O:19])[C:7]([S:10][C:11]1[S:12][CH:13]=[C:14]([CH2:16][CH2:17][OH:18])[N:15]=1)([CH3:9])[CH3:8])([CH3:4])([CH3:3])[CH3:2].C(N(CC)CC)C.[CH3:27][S:28](Cl)(=[O:30])=[O:29].O, predict the reaction product. The product is: [C:1]([O:5][C:6](=[O:19])[C:7]([CH3:9])([S:10][C:11]1[S:12][CH:13]=[C:14]([CH2:16][CH2:17][O:18][S:28]([CH3:27])(=[O:30])=[O:29])[N:15]=1)[CH3:8])([CH3:2])([CH3:4])[CH3:3].